From a dataset of NCI-60 drug combinations with 297,098 pairs across 59 cell lines. Regression. Given two drug SMILES strings and cell line genomic features, predict the synergy score measuring deviation from expected non-interaction effect. (1) Drug 1: CC1C(C(CC(O1)OC2CC(OC(C2O)C)OC3=CC4=CC5=C(C(=O)C(C(C5)C(C(=O)C(C(C)O)O)OC)OC6CC(C(C(O6)C)O)OC7CC(C(C(O7)C)O)OC8CC(C(C(O8)C)O)(C)O)C(=C4C(=C3C)O)O)O)O. Drug 2: C1=CC=C(C(=C1)C(C2=CC=C(C=C2)Cl)C(Cl)Cl)Cl. Cell line: SR. Synergy scores: CSS=61.8, Synergy_ZIP=6.35, Synergy_Bliss=3.98, Synergy_Loewe=-38.8, Synergy_HSA=3.65. (2) Drug 1: C1CC(=O)NC(=O)C1N2CC3=C(C2=O)C=CC=C3N. Drug 2: C1CC(=O)NC(=O)C1N2C(=O)C3=CC=CC=C3C2=O. Cell line: UO-31. Synergy scores: CSS=-1.08, Synergy_ZIP=0.773, Synergy_Bliss=0.761, Synergy_Loewe=-1.48, Synergy_HSA=-0.950. (3) Drug 1: C1=CC(=CC=C1CC(C(=O)O)N)N(CCCl)CCCl.Cl. Drug 2: CC12CCC3C(C1CCC2O)C(CC4=C3C=CC(=C4)O)CCCCCCCCCS(=O)CCCC(C(F)(F)F)(F)F. Cell line: HCT116. Synergy scores: CSS=19.7, Synergy_ZIP=-4.82, Synergy_Bliss=-1.43, Synergy_Loewe=-3.23, Synergy_HSA=-1.06. (4) Drug 1: CC1=C(C(CCC1)(C)C)C=CC(=CC=CC(=CC(=O)O)C)C. Drug 2: C1=NNC2=C1C(=O)NC=N2. Cell line: NCI-H226. Synergy scores: CSS=2.63, Synergy_ZIP=-1.61, Synergy_Bliss=-0.367, Synergy_Loewe=-0.0590, Synergy_HSA=-0.511. (5) Drug 1: CC1=C(C(=CC=C1)Cl)NC(=O)C2=CN=C(S2)NC3=CC(=NC(=N3)C)N4CCN(CC4)CCO. Drug 2: CN(CC1=CN=C2C(=N1)C(=NC(=N2)N)N)C3=CC=C(C=C3)C(=O)NC(CCC(=O)O)C(=O)O. Cell line: UACC-257. Synergy scores: CSS=15.7, Synergy_ZIP=-1.06, Synergy_Bliss=-1.01, Synergy_Loewe=-23.6, Synergy_HSA=-1.71. (6) Drug 2: C1=CC(=C2C(=C1NCCNCCO)C(=O)C3=C(C=CC(=C3C2=O)O)O)NCCNCCO. Drug 1: CNC(=O)C1=CC=CC=C1SC2=CC3=C(C=C2)C(=NN3)C=CC4=CC=CC=N4. Cell line: SK-OV-3. Synergy scores: CSS=52.6, Synergy_ZIP=1.14, Synergy_Bliss=0.980, Synergy_Loewe=-27.7, Synergy_HSA=-0.171.